Dataset: Full USPTO retrosynthesis dataset with 1.9M reactions from patents (1976-2016). Task: Predict the reactants needed to synthesize the given product. (1) Given the product [N+:12]([C:5]1[CH:6]=[C:7]([C:8]([F:11])([F:9])[F:10])[C:2]([O:1][C:17](=[O:18])[N:16]([CH3:15])[C:20]2[CH:25]=[CH:24][CH:23]=[CH:22][CH:21]=2)=[N:3][CH:4]=1)([O-:14])=[O:13], predict the reactants needed to synthesize it. The reactants are: [OH:1][C:2]1[C:7]([C:8]([F:11])([F:10])[F:9])=[CH:6][C:5]([N+:12]([O-:14])=[O:13])=[CH:4][N:3]=1.[CH3:15][N:16]([C:20]1[CH:25]=[CH:24][CH:23]=[CH:22][CH:21]=1)[C:17](Cl)=[O:18].N12CCN(CC1)CC2. (2) Given the product [F:19][CH:17]1[CH2:18][CH:13]2[CH2:12][NH:11][CH2:15][CH:14]2[CH:16]1[OH:20], predict the reactants needed to synthesize it. The reactants are: C(OC([N:11]1[CH2:15][CH:14]2[CH:16]([OH:20])[CH:17]([F:19])[CH2:18][CH:13]2[CH2:12]1)=O)C1C=CC=CC=1.[H][H]. (3) The reactants are: Cl[CH2:2][CH2:3][CH2:4][N:5]1[CH2:9][CH:8]2[CH2:10][CH2:11][O:12][C:13](=[O:14])[CH:7]2[CH2:6]1.C([O-])([O-])=O.[K+].[K+].[F:21][C:22]1[CH:27]=[CH:26][C:25]([NH:28][C:29]2[C:38]3[C:33](=[CH:34][C:35]([O:40][CH3:41])=[C:36]([OH:39])[CH:37]=3)[N:32]=[CH:31][N:30]=2)=[CH:24][CH:23]=1.C(Cl)Cl. Given the product [F:21][C:22]1[CH:23]=[CH:24][C:25]([NH:28][C:29]2[C:38]3[C:33](=[CH:34][C:35]([O:40][CH3:41])=[C:36]([O:39][CH2:2][CH2:3][CH2:4][N:5]4[CH2:9][CH:8]5[CH2:10][CH2:11][O:12][C:13](=[O:14])[CH:7]5[CH2:6]4)[CH:37]=3)[N:32]=[CH:31][N:30]=2)=[CH:26][CH:27]=1, predict the reactants needed to synthesize it. (4) Given the product [C:4]([C@H:6]([OH:34])[C@H:7]([NH:19][C:20]([CH2:22][CH2:23][CH2:24][C:25]1[CH:33]=[CH:32][CH:31]=[CH:30][C:26]=1[C:27]([OH:29])=[O:28])=[O:21])[CH2:8][C:9]1[CH:14]=[CH:13][CH:12]=[CH:11][C:10]=1[C:15]([F:18])([F:17])[F:16])([OH:5])=[O:3], predict the reactants needed to synthesize it. The reactants are: C([O:3][C:4]([C@H:6]([OH:34])[C@H:7]([NH:19][C:20]([CH2:22][CH2:23][CH2:24][C:25]1[CH:33]=[CH:32][CH:31]=[CH:30][C:26]=1[C:27]([OH:29])=[O:28])=[O:21])[CH2:8][C:9]1[CH:14]=[CH:13][CH:12]=[CH:11][C:10]=1[C:15]([F:18])([F:17])[F:16])=[O:5])C.C1COCC1.[OH-].[Na+]. (5) The reactants are: [C:1]([O:5][C:6]([N:8]1[CH2:12][CH2:11][CH:10]([N:13]([CH2:19][C:20]2[CH:25]=[CH:24][C:23]([Cl:26])=[CH:22][C:21]=2[N+:27]([O-])=O)[CH2:14][C:15]([O:17]C)=O)[CH2:9]1)=[O:7])([CH3:4])([CH3:3])[CH3:2]. Given the product [C:1]([O:5][C:6]([N:8]1[CH2:12][CH2:11][CH:10]([N:13]2[CH2:19][C:20]3[CH:25]=[CH:24][C:23]([Cl:26])=[CH:22][C:21]=3[NH:27][C:15](=[O:17])[CH2:14]2)[CH2:9]1)=[O:7])([CH3:2])([CH3:4])[CH3:3], predict the reactants needed to synthesize it. (6) Given the product [CH2:4]([O:6][C:7](=[O:8])[C:9]1[CH:14]=[C:13]([C:15]#[N:16])[C:12]([N:17]2[CH2:22][CH2:21][CH:20]([C:23](=[O:38])[N:24]([CH2:35][CH:36]=[CH2:37])[S:25]([CH2:28][C:29]3[CH:30]=[CH:31][CH:32]=[CH:33][CH:34]=3)(=[O:27])=[O:26])[CH2:19][CH2:18]2)=[N:11][C:10]=1[O:39][CH2:1][CH3:2])[CH3:5], predict the reactants needed to synthesize it. The reactants are: [CH2:1](I)[CH3:2].[CH2:4]([O:6][C:7]([C:9]1[C:10](=[O:39])[NH:11][C:12]([N:17]2[CH2:22][CH2:21][CH:20]([C:23](=[O:38])[N:24]([CH2:35][CH:36]=[CH2:37])[S:25]([CH2:28][C:29]3[CH:34]=[CH:33][CH:32]=[CH:31][CH:30]=3)(=[O:27])=[O:26])[CH2:19][CH2:18]2)=[C:13]([C:15]#[N:16])[CH:14]=1)=[O:8])[CH3:5]. (7) Given the product [N:44]1([CH2:23][CH2:22][O:21][C:19]2[C:20]3[N:8]([C:1]([O:3][C:4]([CH3:5])([CH3:6])[CH3:7])=[O:2])[C:9]4[C:14](=[CH:13][C:12]([F:40])=[CH:11][CH:10]=4)[C:15]=3[CH:16]=[C:17]3[C:31]4[CH:30]=[C:29]([F:32])[CH:28]=[CH:27][C:26]=4[N:25]([C:33]([O:35][C:36]([CH3:38])([CH3:39])[CH3:37])=[O:34])[C:18]=23)[CH2:50][CH2:49][CH2:48][NH:47][CH2:46][CH2:45]1, predict the reactants needed to synthesize it. The reactants are: [C:1]([N:8]1[C:20]2[C:19]([O:21][CH2:22][CH2:23]Br)=[C:18]3[N:25]([C:33]([O:35][C:36]([CH3:39])([CH3:38])[CH3:37])=[O:34])[C:26]4[CH:27]=[CH:28][C:29]([F:32])=[CH:30][C:31]=4[C:17]3=[CH:16][C:15]=2[C:14]2[C:9]1=[CH:10][CH:11]=[C:12]([F:40])[CH:13]=2)([O:3][C:4]([CH3:7])([CH3:6])[CH3:5])=[O:2].OCC[N:44]1[CH2:50][CH2:49][CH2:48][N:47](C(OC(C)(C)C)=O)[CH2:46][CH2:45]1.C([O-])([O-])=O.[K+].[K+].C([O-])([O-])=O.[Cs+].[Cs+].[I-].[K+]. (8) The reactants are: [O:1]1[C:5]2=[CH:6][N:7]=[CH:8][CH:9]=[C:4]2[CH:3]=[C:2]1[C:10]([OH:12])=O.CCN=C=NCCCN(C)C.C1C=CC2N(O)N=NC=2C=1.CCN(C(C)C)C(C)C.[NH2:43][CH2:44][CH:45]1[C:47]2([CH2:52][CH2:51][N:50]([C:53]([O:55][C:56]([CH3:59])([CH3:58])[CH3:57])=[O:54])[CH2:49][CH2:48]2)[CH2:46]1. Given the product [O:1]1[C:5]2=[CH:6][N:7]=[CH:8][CH:9]=[C:4]2[CH:3]=[C:2]1[C:10]([NH:43][CH2:44][CH:45]1[C:47]2([CH2:48][CH2:49][N:50]([C:53]([O:55][C:56]([CH3:59])([CH3:58])[CH3:57])=[O:54])[CH2:51][CH2:52]2)[CH2:46]1)=[O:12], predict the reactants needed to synthesize it. (9) Given the product [CH3:1][C:2]1([CH3:7])[CH:3]([C:68]([O:70][C@H:14]2[CH2:13][CH2:12][C@@:11]3([CH3:42])[C@@H:16]([CH2:17][CH2:18][C@:19]4([CH3:20])[C@@H:10]3[CH2:9][CH2:8][C@H:7]3[C@@:2]4([CH3:1])[CH2:3][CH2:4][C@@:5]4([C:50]([N:52]5[CH2:56][CH2:55][CH2:54][C@H:53]5[C:57]5[NH:58][C:59]([C:62]6[CH:67]=[CH:66][CH:65]=[CH:64][CH:63]=6)=[CH:60][N:61]=5)=[O:51])[CH2:45][CH2:44][C@@H:43]([C:46]5([CH3:49])[CH2:48][CH2:47]5)[C@@H:6]43)[C:15]2([CH3:22])[CH3:21])=[O:69])[CH2:4][CH:77]1[C:75]([OH:74])=[O:76], predict the reactants needed to synthesize it. The reactants are: [CH3:1][C@:2]12[C@@:19]3([CH3:20])[C@@H:10]([C@@:11]4([CH3:42])[C@H:16]([CH2:17][CH2:18]3)[C:15]([CH3:22])([CH3:21])[C@@H:14](C3(C([O-])=O)CC(C(OCC5C=CC=CC=5)=O)C3(C)C)[CH2:13][CH2:12]4)[CH2:9][CH2:8][C@@H:7]1[C@H:6]1[C@H:43]([C:46]3([CH3:49])[CH2:48][CH2:47]3)[CH2:44][CH2:45][C@:5]1([C:50]([N:52]1[CH2:56][CH2:55][CH2:54][C@H:53]1[C:57]1[NH:58][C:59]([C:62]3[CH:67]=[CH:66][CH:65]=[CH:64][CH:63]=3)=[CH:60][N:61]=1)=[O:51])[CH2:4][CH2:3]2.[CH:68]([O-:70])=[O:69].[NH4+].CC[O:74][C:75]([CH3:77])=[O:76].CO.